This data is from Full USPTO retrosynthesis dataset with 1.9M reactions from patents (1976-2016). The task is: Predict the reactants needed to synthesize the given product. The reactants are: [F:1][C:2]1[C:9]([OH:10])=[CH:8][CH:7]=[CH:6][C:3]=1[C:4]#[N:5].[H-].[Na+].FC(F)(F)S(O[CH2:19][C:20]([F:23])([F:22])[F:21])(=O)=O.O. Given the product [F:1][C:2]1[C:9]([O:10][CH2:19][C:20]([F:23])([F:22])[F:21])=[CH:8][CH:7]=[CH:6][C:3]=1[C:4]#[N:5], predict the reactants needed to synthesize it.